Dataset: Experimentally validated miRNA-target interactions with 360,000+ pairs, plus equal number of negative samples. Task: Binary Classification. Given a miRNA mature sequence and a target amino acid sequence, predict their likelihood of interaction. The miRNA is hsa-miR-548d-5p with sequence AAAAGUAAUUGUGGUUUUUGCC. Result: 1 (interaction). The protein sequence of the target gene is MSKTNKSKSGSRSSRSRSASRSRSRSFSKSRSRSRSLSRSRKRRLSSRSRSRSYSPAHNRERNHPRVYQNRDFRGHNRGYRRPYYFRGRNRGFYPWGQYNRGGYGNYRSNWQNYRQAYSPRRGRSRSRSPKRRSPSPRSRSHSRNSDKSSSDRSRRSSSSRSSSNHSRVESSKRKSAKEKKSSSKDSRPSQAAGDNQGDEAKEQTFSGGTSQDTKASESSKPWPDATYGTGSASRASAVSELSPRERSPALKSPLQSVVVRRRSPRPSPVPKPSPPLSSTSQMGSTLPSGAGYQSGTHQG....